From a dataset of Reaction yield outcomes from USPTO patents with 853,638 reactions. Predict the reaction yield, written as a fraction of the theoretical maximum amount of product (1.0 means a 100% yield; for example, 0.34 means a 34% yield). The product is [Cl:11][C:6]1[C:5]([N+:12]([O-:14])=[O:13])=[C:4]([NH:3][CH2:19][C:18]2[C:21]([CH3:25])=[CH:22][CH:23]=[CH:24][C:17]=2[CH2:15][CH3:16])[CH:9]=[C:8]([Cl:10])[N:7]=1. The reactants are [H-].[Na+].[NH2:3][C:4]1[CH:9]=[C:8]([Cl:10])[N:7]=[C:6]([Cl:11])[C:5]=1[N+:12]([O-:14])=[O:13].[CH2:15]([C:17]1[CH:24]=[CH:23][CH:22]=[C:21]([CH3:25])[C:18]=1[CH2:19]Cl)[CH3:16].[I-].[Na+]. The yield is 0.770. The catalyst is C1COCC1.